Dataset: Catalyst prediction with 721,799 reactions and 888 catalyst types from USPTO. Task: Predict which catalyst facilitates the given reaction. The catalyst class is: 7. Reactant: [Br:1][C:2]1[CH:3]=[CH:4][C:5](F)=[N:6][CH:7]=1.C[Si](C)(C)[N-][Si](C)(C)C.[Na+].[CH3:19][S:20]([CH3:23])(=[O:22])=[O:21]. Product: [Br:1][C:2]1[CH:3]=[CH:4][C:5]([CH2:19][S:20]([CH3:23])(=[O:22])=[O:21])=[N:6][CH:7]=1.